The task is: Predict which catalyst facilitates the given reaction.. This data is from Catalyst prediction with 721,799 reactions and 888 catalyst types from USPTO. (1) Product: [CH:25]1([CH:24]=[C:23]([C:11]2[NH:10][C:14]3=[N:15][CH:16]=[C:17]([O:19][CH:20]([CH3:21])[CH3:22])[CH:18]=[C:13]3[CH:12]=2)[C:30]2[CH:35]=[CH:34][C:33]([S:36]([CH3:39])(=[O:38])=[O:37])=[CH:32][CH:31]=2)[CH2:29][CH2:28][CH2:27][CH2:26]1. Reactant: C1(S([N:10]2[C:14]3=[N:15][CH:16]=[C:17]([O:19][CH:20]([CH3:22])[CH3:21])[CH:18]=[C:13]3[CH:12]=[C:11]2[C:23]([C:30]2[CH:35]=[CH:34][C:33]([S:36]([CH3:39])(=[O:38])=[O:37])=[CH:32][CH:31]=2)=[CH:24][CH:25]2[CH2:29][CH2:28][CH2:27][CH2:26]2)(=O)=O)C=CC=CC=1.[F-].C([N+](CCCC)(CCCC)CCCC)CCC. The catalyst class is: 54. (2) Reactant: [C:1]1(=[O:10])[C:9]2[C:4](=[CH:5][CH:6]=[CH:7][CH:8]=2)[CH2:3][CH2:2]1.CS(O)(=O)=O.[N-:16]=[N+]=[N-].[Na+].[OH-].[Na+]. Product: [NH:16]1[C:9]2[C:4](=[CH:5][CH:6]=[CH:7][CH:8]=2)[CH2:3][CH2:2][C:1]1=[O:10]. The catalyst class is: 2. (3) Reactant: [CH3:1][S:2](Cl)(=[O:4])=[O:3].[NH2:6][C:7]1[CH:8]=[C:9]([CH2:13][C:14]([OH:16])=[O:15])[CH:10]=[CH:11][CH:12]=1.C(=O)([O-])[O-].[Na+].[Na+].Cl. Product: [CH3:1][S:2]([NH:6][C:7]1[CH:8]=[C:9]([CH2:13][C:14]([OH:16])=[O:15])[CH:10]=[CH:11][CH:12]=1)(=[O:4])=[O:3]. The catalyst class is: 6. (4) Reactant: C([O:3][C:4]([CH:6]1[CH2:11][CH2:10][CH:9]([NH:12][C:13](=[O:42])[CH:14]([CH:36]2[CH2:41][CH2:40][CH2:39][CH2:38][CH2:37]2)[N:15]2[C:19]3[CH:20]=[C:21]([F:25])[C:22]([F:24])=[CH:23][C:18]=3[N:17]=[C:16]2[C:26]2[C:27]([O:34][CH3:35])=[N:28][C:29]([O:32][CH3:33])=[CH:30][CH:31]=2)[CH2:8][CH2:7]1)=[O:5])C.[OH-].[Na+].Cl. Product: [CH:36]1([CH:14]([N:15]2[C:19]3[CH:20]=[C:21]([F:25])[C:22]([F:24])=[CH:23][C:18]=3[N:17]=[C:16]2[C:26]2[C:27]([O:34][CH3:35])=[N:28][C:29]([O:32][CH3:33])=[CH:30][CH:31]=2)[C:13]([NH:12][C@H:9]2[CH2:8][CH2:7][C@H:6]([C:4]([OH:5])=[O:3])[CH2:11][CH2:10]2)=[O:42])[CH2:37][CH2:38][CH2:39][CH2:40][CH2:41]1. The catalyst class is: 6. (5) Reactant: [CH2:1]([C:5]1[N:6]=[C:7]2[CH:35]=[CH:34][CH:33]=[CH:32][N:8]2[C:9](=[O:31])[C:10]=1[C:11]1[CH:16]=[CH:15][C:14]([NH:17][CH:18]2[CH2:23][CH2:22][CH2:21][N:20](C(OC(C)(C)C)=O)[CH2:19]2)=[CH:13][CH:12]=1)[CH2:2][CH2:3][CH3:4].[ClH:36].O1CCOCC1. Product: [ClH:36].[CH2:1]([C:5]1[N:6]=[C:7]2[CH:35]=[CH:34][CH:33]=[CH:32][N:8]2[C:9](=[O:31])[C:10]=1[C:11]1[CH:12]=[CH:13][C:14]([NH:17][CH:18]2[CH2:23][CH2:22][CH2:21][NH:20][CH2:19]2)=[CH:15][CH:16]=1)[CH2:2][CH2:3][CH3:4]. The catalyst class is: 5. (6) Reactant: C(O[C:4](=[O:18])[CH:5]([NH:7][CH2:8][CH2:9][O:10][Si:11]([C:14]([CH3:17])([CH3:16])[CH3:15])([CH3:13])[CH3:12])[CH3:6])C.S([O-])([O-])(=O)=O.[Mg+2].[F:25][C:26]1[CH:43]=[CH:42][C:29]([CH2:30][C:31]2[C:40]3[C:35](=[CH:36][CH:37]=[CH:38][CH:39]=3)[C:34](=[O:41])[NH:33][N:32]=2)=[CH:28][C:27]=1[N:44]=[C:45]=[O:46].C(Cl)Cl.CO. Product: [C:14]([Si:11]([CH3:12])([CH3:13])[O:10][CH2:9][CH2:8][N:7]1[CH:5]([CH3:6])[C:4](=[O:18])[N:44]([C:27]2[CH:28]=[C:29]([CH2:30][C:31]3[C:40]4[C:35](=[CH:36][CH:37]=[CH:38][CH:39]=4)[C:34](=[O:41])[NH:33][N:32]=3)[CH:42]=[CH:43][C:26]=2[F:25])[C:45]1=[O:46])([CH3:15])([CH3:16])[CH3:17]. The catalyst class is: 121.